Predict which catalyst facilitates the given reaction. From a dataset of Catalyst prediction with 721,799 reactions and 888 catalyst types from USPTO. (1) Reactant: Cl[C:2]1[C:3]2[N:4]([CH:16]=[CH:17][N:18]=2)[C:5]2[C:10]([N:11]=1)=[CH:9][C:8]([C:12]([F:15])([F:14])[F:13])=[CH:7][CH:6]=2.[NH2:19][CH2:20][CH2:21][CH2:22][OH:23]. Product: [F:13][C:12]([F:15])([F:14])[C:8]1[CH:9]=[C:10]2[C:5](=[CH:6][CH:7]=1)[N:4]1[CH:16]=[CH:17][N:18]=[C:3]1[C:2]([NH:19][CH2:20][CH2:21][CH2:22][OH:23])=[N:11]2. The catalyst class is: 155. (2) Reactant: [OH:1][CH2:2][CH:3]([NH:8][S:9]([C:12]1[CH:17]=[CH:16][C:15]([O:18][CH3:19])=[CH:14][CH:13]=1)(=[O:11])=[O:10])[C:4]([O:6][CH3:7])=[O:5].C(=O)([O-])[O-].[K+].[K+].CCN(CC)CC.Br[CH2:34][C:35]([O:37][CH2:38][CH3:39])=[O:36]. Product: [CH2:38]([O:37][C:35]([CH2:34][N:8]([S:9]([C:12]1[CH:13]=[CH:14][C:15]([O:18][CH3:19])=[CH:16][CH:17]=1)(=[O:11])=[O:10])[CH:3]([CH2:2][OH:1])[C:4]([O:6][CH3:7])=[O:5])=[O:36])[CH3:39]. The catalyst class is: 248. (3) Reactant: [OH:1][NH:2][C:3](=O)[CH3:4].CC(C)([O-])C.[K+].[NH2:12][C@@H:13]([CH2:30][C:31]1[CH:36]=[CH:35][C:34]([C:37]([F:40])([F:39])[F:38])=[CH:33][CH:32]=1)[CH2:14][NH:15][C:16]1[S:17][C:18]([C:21]2[CH:22]=C[C:24](F)=[C:25]([CH:28]=2)C#N)=[CH:19][N:20]=1.C[N:42](C=O)C. Product: [NH2:12][C@@H:13]([CH2:30][C:31]1[CH:36]=[CH:35][C:34]([C:37]([F:39])([F:40])[F:38])=[CH:33][CH:32]=1)[CH2:14][NH:15][C:16]1[S:17][C:18]([C:21]2[CH:28]=[CH:25][C:24]3[O:1][N:2]=[C:3]([NH2:42])[C:4]=3[CH:22]=2)=[CH:19][N:20]=1. The catalyst class is: 25. (4) Reactant: [F:1][CH:2]([F:21])[C@@:3]1([C:10]2[CH:15]=[C:14]([N+:16]([O-:18])=[O:17])[CH:13]=[C:12]([F:19])[C:11]=2[F:20])[CH2:8][O:7][CH2:6][C:5]([NH2:9])=[N:4]1.CCN(C(C)C)C(C)C.[C:31]([O:35][C:36](O[C:36]([O:35][C:31]([CH3:34])([CH3:33])[CH3:32])=[O:37])=[O:37])([CH3:34])([CH3:33])[CH3:32]. Product: [C:31]([O:35][C:36](=[O:37])[NH:9][C:5]1[CH2:6][O:7][CH2:8][C@@:3]([CH:2]([F:1])[F:21])([C:10]2[CH:15]=[C:14]([N+:16]([O-:18])=[O:17])[CH:13]=[C:12]([F:19])[C:11]=2[F:20])[N:4]=1)([CH3:34])([CH3:33])[CH3:32]. The catalyst class is: 2. (5) Reactant: [S:1]1[C:5]2[CH:6]=[C:7]([C:10]([OH:12])=O)[CH:8]=[CH:9][C:4]=2[N:3]=[CH:2]1.P(Cl)(Cl)(Cl)=O.[F:18][C:19]1[CH:24]=[CH:23][C:22]([C:25]2[N:26]=[C:27]3[CH:32]=[CH:31][CH:30]=[N:29][N:28]3[C:33]=2[C:34]2[CH:39]=[CH:38][N:37]=[C:36]([NH2:40])[CH:35]=2)=[CH:21][C:20]=1[CH3:41].C(N(CC)CC)C.C(=O)([O-])O.[Na+]. Product: [F:18][C:19]1[CH:24]=[CH:23][C:22]([C:25]2[N:26]=[C:27]3[CH:32]=[CH:31][CH:30]=[N:29][N:28]3[C:33]=2[C:34]2[CH:39]=[CH:38][N:37]=[C:36]([NH:40][C:10]([C:7]3[CH:8]=[CH:9][C:4]4[N:3]=[CH:2][S:1][C:5]=4[CH:6]=3)=[O:12])[CH:35]=2)=[CH:21][C:20]=1[CH3:41]. The catalyst class is: 7. (6) Reactant: [C:9](O[C:9]([O:11][C:12]([CH3:15])([CH3:14])[CH3:13])=[O:10])([O:11][C:12]([CH3:15])([CH3:14])[CH3:13])=[O:10].[NH:16]1[CH2:21][CH2:20][O:19][CH2:18][CH:17]1[C:22]([OH:24])=[O:23].C(=O)([O-])[O-].[K+].[K+]. Product: [C:12]([O:11][C:9]([N:16]1[CH2:21][CH2:20][O:19][CH2:18][CH:17]1[C:22]([OH:24])=[O:23])=[O:10])([CH3:13])([CH3:14])[CH3:15]. The catalyst class is: 95. (7) Reactant: [OH:1][CH2:2][CH2:3][C:4]1[N:8]([CH2:9][C:10]2[CH:17]=[CH:16][C:13]([C:14]#[N:15])=[CH:12][CH:11]=2)[CH:7]=[N:6][CH:5]=1.O[C:19]1[C:20]([CH2:30][S:31]([CH:34]([CH3:36])[CH3:35])(=[O:33])=[O:32])=[C:21]2[C:26](=[CH:27][CH:28]=1)[C:25](=[O:29])[CH2:24][CH2:23][CH2:22]2.C1(P(C2C=CC=CC=2)C2C=CC=CC=2)C=CC=CC=1.N(C(OC(C)C)=O)=NC(OC(C)C)=O. Product: [CH:34]([S:31]([CH2:30][C:20]1[C:21]2[CH2:22][CH2:23][CH2:24][C:25](=[O:29])[C:26]=2[CH:27]=[CH:28][C:19]=1[O:1][CH2:2][CH2:3][C:4]1[N:8]([CH2:9][C:10]2[CH:17]=[CH:16][C:13]([C:14]#[N:15])=[CH:12][CH:11]=2)[CH:7]=[N:6][CH:5]=1)(=[O:33])=[O:32])([CH3:36])[CH3:35]. The catalyst class is: 7.